Task: Predict the reaction yield, written as a fraction of the theoretical maximum amount of product (1.0 means a 100% yield; for example, 0.34 means a 34% yield).. Dataset: Reaction yield outcomes from USPTO patents with 853,638 reactions (1) The reactants are C(NC(C)C)(C)C.C([Li])CCC.[C:13]([OH:20])(=[O:19])[CH2:14][CH2:15][CH2:16][CH2:17][CH3:18].[O:21]=[C:22]1[CH2:27][CH2:26][N:25]([C:28]([O:30][CH2:31][C:32]2[CH:37]=[CH:36][CH:35]=[CH:34][CH:33]=2)=[O:29])[CH2:24][CH2:23]1. The catalyst is C1COCC1. The product is [CH2:31]([O:30][C:28]([N:25]1[CH2:26][CH2:27][C:22]([CH:14]([C:13]([OH:20])=[O:19])[CH2:15][CH2:16][CH2:17][CH3:18])([OH:21])[CH2:23][CH2:24]1)=[O:29])[C:32]1[CH:37]=[CH:36][CH:35]=[CH:34][CH:33]=1. The yield is 0.990. (2) The reactants are [H-].[Al+3].[Li+].[H-].[H-].[H-].C([O:9][C:10](=O)[CH2:11][N:12]1[C@H:21]2[C@@H:16]([CH2:17][CH2:18][CH2:19][CH2:20]2)[NH:15][C:14](=O)[CH2:13]1)C.O.O.O.O.O.O.O.O.O.O.S([O-])([O-])(=O)=O.[Na+].[Na+]. The catalyst is O1CCOCC1. The product is [N:12]1([CH2:11][CH2:10][OH:9])[C@H:21]2[C@@H:16]([CH2:17][CH2:18][CH2:19][CH2:20]2)[NH:15][CH2:14][CH2:13]1. The yield is 0.970. (3) The reactants are [OH:1][C@@H:2]1[C:11]2[CH:10]=[CH:9][N:8]3[CH:12]=[C:13]([CH3:15])[N:14]=[C:7]3[C:6]=2[NH:5][C@H:4]([C:16]2[CH:21]=[CH:20][CH:19]=[CH:18][CH:17]=2)[C@H:3]1[OH:22].CS(O)(=O)=O.[CH3:28][O:29][CH2:30][CH2:31]O. No catalyst specified. The product is [OH:22][C@H:3]1[C@@H:2]([O:1][CH2:31][CH2:30][O:29][CH3:28])[C:11]2[CH:10]=[CH:9][N:8]3[CH:12]=[C:13]([CH3:15])[N:14]=[C:7]3[C:6]=2[NH:5][C@@H:4]1[C:16]1[CH:21]=[CH:20][CH:19]=[CH:18][CH:17]=1.[OH:22][C@H:3]1[C@H:2]([O:1][CH2:31][CH2:30][O:29][CH3:28])[C:11]2[CH:10]=[CH:9][N:8]3[CH:12]=[C:13]([CH3:15])[N:14]=[C:7]3[C:6]=2[NH:5][C@@H:4]1[C:16]1[CH:21]=[CH:20][CH:19]=[CH:18][CH:17]=1. The yield is 0.230. (4) The reactants are C(=O)([O-])[O-].[Cs+].[Cs+].C1(P(C2C=CC=CC=2)C2C=CC3C(=CC=CC=3)C=2C2C3C(=CC=CC=3)C=CC=2P(C2C=CC=CC=2)C2C=CC=CC=2)C=CC=CC=1.[C:53]([O:57][C:58]([N:60]1[CH2:65][CH2:64][NH:63][CH2:62][CH2:61]1)=[O:59])([CH3:56])([CH3:55])[CH3:54].Br[C:67]1[CH:72]=[CH:71][C:70]([O:73][C:74]([F:77])([F:76])[F:75])=[CH:69][CH:68]=1. The catalyst is C(OC(=O)C)C.C([O-])(=O)C.[Pd+2].C([O-])(=O)C.C1(C)C=CC=CC=1. The product is [C:53]([O:57][C:58]([N:60]1[CH2:65][CH2:64][N:63]([C:67]2[CH:68]=[CH:69][C:70]([O:73][C:74]([F:75])([F:76])[F:77])=[CH:71][CH:72]=2)[CH2:62][CH2:61]1)=[O:59])([CH3:56])([CH3:54])[CH3:55]. The yield is 0.130. (5) The reactants are [CH3:1][O:2][CH2:3][O:4][C:5]1[C:9]([C:10]([O:12][CH2:13][CH3:14])=[O:11])=[CH:8][NH:7][N:6]=1.[CH3:15][C:16]1[CH:21]=[CH:20][CH:19]=[CH:18][C:17]=1B(O)O.N1C=CC=CC=1.ClCCl. The catalyst is C([O-])(=O)C.[Cu+2].C([O-])(=O)C.O. The product is [CH3:1][O:2][CH2:3][O:4][C:5]1[C:9]([C:10]([O:12][CH2:13][CH3:14])=[O:11])=[CH:8][N:7]([C:17]2[CH:18]=[CH:19][CH:20]=[CH:21][C:16]=2[CH3:15])[N:6]=1. The yield is 0.920. (6) The reactants are C([NH:5][S:6]([C:9]1[CH:14]=[CH:13][C:12]([NH:15][C:16]([C:18]2[N:19](COCC[Si](C)(C)C)[CH:20]=[C:21]([C:23]#[N:24])[N:22]=2)=[O:17])=[C:11]([C:33]2[CH2:38][CH2:37][C:36]([CH3:40])([CH3:39])[CH2:35][CH:34]=2)[CH:10]=1)(=[O:8])=[O:7])(C)(C)C.CCO.C1(OC)C=CC=CC=1.C(O)(C(F)(F)F)=O. The yield is 0.410. The product is [CH3:39][C:36]1([CH3:40])[CH2:37][CH2:38][C:33]([C:11]2[CH:10]=[C:9]([S:6](=[O:7])(=[O:8])[NH2:5])[CH:14]=[CH:13][C:12]=2[NH:15][C:16]([C:18]2[NH:19][CH:20]=[C:21]([C:23]#[N:24])[N:22]=2)=[O:17])=[CH:34][CH2:35]1. The catalyst is C(Cl)Cl. (7) The reactants are C([O-])(=[O:3])C.[NH4+].Cl[C:7]1[C:16]([C:17]#[N:18])=[C:15]([Cl:19])[C:14]2[C:9](=[CH:10][CH:11]=[CH:12][CH:13]=2)[N:8]=1. The catalyst is C(O)(=O)C. The product is [Cl:19][C:15]1[C:14]2[C:9](=[CH:10][CH:11]=[CH:12][CH:13]=2)[NH:8][C:7](=[O:3])[C:16]=1[C:17]#[N:18]. The yield is 0.940. (8) The reactants are I[C:2]1[CH:7]=[CH:6][CH:5]=[CH:4][N:3]=1.[CH2:8]([C:12]1[N:16]([CH3:17])[C:15]2[C:18]([Cl:22])=[CH:19][CH:20]=[CH:21][C:14]=2[N:13]=1)[CH2:9][C:10]#[CH:11]. The catalyst is C(N(CC)CC)C.[Cu](I)I.Cl[Pd](Cl)([P](C1C=CC=CC=1)(C1C=CC=CC=1)C1C=CC=CC=1)[P](C1C=CC=CC=1)(C1C=CC=CC=1)C1C=CC=CC=1. The product is [Cl:22][C:18]1[C:15]2[N:16]([CH3:17])[C:12]([CH2:8][CH2:9][C:10]#[C:11][C:2]3[CH:7]=[CH:6][CH:5]=[CH:4][N:3]=3)=[N:13][C:14]=2[CH:21]=[CH:20][CH:19]=1. The yield is 0.0600.